This data is from Peptide-MHC class I binding affinity with 185,985 pairs from IEDB/IMGT. The task is: Regression. Given a peptide amino acid sequence and an MHC pseudo amino acid sequence, predict their binding affinity value. This is MHC class I binding data. (1) The peptide sequence is KEKGGLEGL. The MHC is HLA-A11:01 with pseudo-sequence HLA-A11:01. The binding affinity (normalized) is 0. (2) The peptide sequence is YPFHIFYPV. The MHC is HLA-C04:01 with pseudo-sequence HLA-C04:01. The binding affinity (normalized) is 0.213. (3) The peptide sequence is TIDAINKCV. The MHC is HLA-A68:02 with pseudo-sequence HLA-A68:02. The binding affinity (normalized) is 0.501. (4) The peptide sequence is TYIGSLPGK. The MHC is HLA-B40:01 with pseudo-sequence HLA-B40:01. The binding affinity (normalized) is 0.0847.